Dataset: Full USPTO retrosynthesis dataset with 1.9M reactions from patents (1976-2016). Task: Predict the reactants needed to synthesize the given product. (1) Given the product [Br:21][C:18]1[CH:19]=[CH:20][C:15]([NH:14][C:7]([C:6]2[CH:10]=[C:2]([F:1])[CH:3]=[CH:4][C:5]=2[N+:11]([O-:13])=[O:12])=[O:9])=[N:16][CH:17]=1, predict the reactants needed to synthesize it. The reactants are: [F:1][C:2]1[CH:3]=[CH:4][C:5]([N+:11]([O-:13])=[O:12])=[C:6]([CH:10]=1)[C:7]([OH:9])=O.[NH2:14][C:15]1[CH:20]=[CH:19][C:18]([Br:21])=[CH:17][N:16]=1.P(Cl)(Cl)(Cl)=O. (2) Given the product [CH3:17][O:7][C:6](=[O:8])[C:5]1[CH:9]=[CH:10][C:2]([Br:1])=[C:3]([CH3:11])[CH:4]=1, predict the reactants needed to synthesize it. The reactants are: [Br:1][C:2]1[CH:10]=[CH:9][C:5]([C:6]([OH:8])=[O:7])=[CH:4][C:3]=1[CH3:11].OS(O)(=O)=O.[C:17]([O-])(O)=O.[Na+]. (3) Given the product [N:48]1[N:49]([CH2:2][C@H:3]([N:5]2[C:10](=[O:11])[C:9]3=[CH:12][C:13]4[N:14]=[N:15][N:16]([C@H:21]([CH3:28])[CH2:22][N:23]5[N:27]=[N:26][CH:25]=[N:24]5)[C:17](=[O:20])[C:18]=4[CH:19]=[C:8]3[N:7]=[N:6]2)[CH3:4])[N:50]=[N:51][CH:52]=1, predict the reactants needed to synthesize it. The reactants are: O[CH2:2][C@H:3]([N:5]1[C:10](=[O:11])[C:9]2=[CH:12][C:13]3[N:14]=[N:15][N:16]([C@H:21]([CH3:28])[CH2:22][N:23]4[N:27]=[N:26][CH:25]=[N:24]4)[C:17](=[O:20])[C:18]=3[CH:19]=[C:8]2[N:7]=[N:6]1)[CH3:4].C1(P(C2C=CC=CC=2)C2C=CC=CC=2)C=CC=CC=1.[NH:48]1[CH:52]=[N:51][N:50]=[N:49]1.CC(OC(/N=N/C(OC(C)C)=O)=O)C. (4) The reactants are: Cl.[NH:2]1[CH2:7][CH2:6][CH:5]([NH:8][C:9]([C:11]2[C:15]3[N:16]=[CH:17][N:18]=[C:19]([C:20]4[CH:25]=[C:24]([F:26])[CH:23]=[CH:22][C:21]=4[O:27][CH2:28][CH:29]4[CH2:31][CH2:30]4)[C:14]=3[NH:13][CH:12]=2)=[O:10])[CH2:4][CH2:3]1.[CH3:32][O:33][CH2:34][C:35](Cl)=[O:36]. Given the product [CH3:32][O:33][CH2:34][C:35]([N:2]1[CH2:3][CH2:4][CH:5]([NH:8][C:9]([C:11]2[C:15]3[N:16]=[CH:17][N:18]=[C:19]([C:20]4[CH:25]=[C:24]([F:26])[CH:23]=[CH:22][C:21]=4[O:27][CH2:28][CH:29]4[CH2:30][CH2:31]4)[C:14]=3[NH:13][CH:12]=2)=[O:10])[CH2:6][CH2:7]1)=[O:36], predict the reactants needed to synthesize it. (5) Given the product [Br:1][C:2]1[N:6]2[CH:7]=[C:8]([C:11]([N:28]([C:29]3[CH:36]=[CH:35][C:32]([C:33]#[N:34])=[CH:31][CH:30]=3)[CH3:27])=[O:13])[N:9]=[CH:10][C:5]2=[N:4][CH:3]=1, predict the reactants needed to synthesize it. The reactants are: [Br:1][C:2]1[N:6]2[CH:7]=[C:8]([C:11]([OH:13])=O)[N:9]=[CH:10][C:5]2=[N:4][CH:3]=1.C(Cl)(=O)C(Cl)=O.C(N(CC)CC)C.[CH3:27][NH:28][C:29]1[CH:36]=[CH:35][C:32]([C:33]#[N:34])=[CH:31][CH:30]=1. (6) Given the product [CH2:30]([C@@H:32]1[N:41]([S:42]([C:45]2[CH:50]=[CH:49][C:48]([OH:51])=[CH:47][CH:46]=2)(=[O:43])=[O:44])[C:40]2[C:35](=[CH:36][CH:37]=[C:38]([F:52])[CH:39]=2)[N:34]([CH3:53])[C:33]1=[O:56])[CH3:31], predict the reactants needed to synthesize it. The reactants are: C(=O)([O-])OC1C=CC(S(N2C3C(=CC=C(F)C=3)NC(=O)[C@@H]2CC)(=O)=O)=CC=1.IC.[CH2:30]([C@@H:32]1[N:41]([S:42]([C:45]2[CH:50]=[CH:49][C:48]([OH:51])=[CH:47][CH:46]=2)(=[O:44])=[O:43])[C:40]2[C:35](=[CH:36][CH:37]=[C:38]([F:52])[CH:39]=2)[N:34]([CH2:53]CC)[C:33]1=[O:56])[CH3:31]. (7) Given the product [F:1][C:2]([F:12])([F:13])[C:3]1[CH:8]=[CH:7][CH:6]=[CH:5][C:4]=1[C:9]1([C:10]#[N:11])[CH2:17][CH2:16][CH2:15]1, predict the reactants needed to synthesize it. The reactants are: [F:1][C:2]([F:13])([F:12])[C:3]1[CH:8]=[CH:7][CH:6]=[CH:5][C:4]=1[CH2:9][C:10]#[N:11].Br[CH2:15][CH:16](Br)[CH3:17].[H-].[Na+].